From a dataset of TCR-epitope binding with 47,182 pairs between 192 epitopes and 23,139 TCRs. Binary Classification. Given a T-cell receptor sequence (or CDR3 region) and an epitope sequence, predict whether binding occurs between them. (1) The epitope is GILGFVFTL. The TCR CDR3 sequence is CAWSGQGYEQFF. Result: 1 (the TCR binds to the epitope). (2) The epitope is ISPRTLNAW. The TCR CDR3 sequence is CASSLGAGTANRQFF. Result: 0 (the TCR does not bind to the epitope).